From a dataset of Forward reaction prediction with 1.9M reactions from USPTO patents (1976-2016). Predict the product of the given reaction. (1) Given the reactants [OH-].[Na+].[C:3]([O:7][C:8]([NH:10][C@H:11]([C:22]([OH:24])=[O:23])[CH2:12][C:13]1[C:21]2[C:16](=[CH:17][CH:18]=[CH:19][CH:20]=2)[NH:15][CH:14]=1)=[O:9])([CH3:6])([CH3:5])[CH3:4].I[CH2:26][CH3:27], predict the reaction product. The product is: [C:3]([O:7][C:8]([NH:10][C@H:11]([C:22]([OH:24])=[O:23])[CH2:12][C:13]1[C:21]2[C:16](=[CH:17][CH:18]=[CH:19][CH:20]=2)[N:15]([CH2:26][CH3:27])[CH:14]=1)=[O:9])([CH3:6])([CH3:4])[CH3:5]. (2) Given the reactants N[CH:2]([CH2:4][C:5]1[CH:10]=[CH:9][CH:8]=[CH:7][CH:6]=1)[CH3:3].[NH2:11][C@H:12](C(O)=O)CCCNC(=N)N.[C:23]([O-:26])(=O)[CH3:24].N(C(OCC1C2C(=CC=CC=2)C2C1=CC=CC=2)=O)[C@H](C(O)=O)CCCCNC([O:36][C:37](C)([CH3:39])[CH3:38])=O.[NH:61]1[CH2:66][CH2:65][CH2:64][CH2:63]C1.Cl.N[C@H](C(O)=O)CCCCN.[O:78]1[CH2:83][CH2:82][O:81]CC1, predict the reaction product. The product is: [CH3:39][C:37]1[O:36][C:24]([C:23]([NH:61][CH2:66][C:65]2[CH:64]=[CH:63][C:4]([C:5]3[CH:10]=[CH:9][C:8]([C:12]#[N:11])=[CH:7][CH:6]=3)=[CH:2][CH:3]=2)=[O:26])=[C:82]([OH:81])[C:83](=[O:78])[CH:38]=1. (3) Given the reactants Cl[C:2]1[S:6][N:5]=[C:4]([S:7][CH3:8])[N:3]=1.[CH3:9][CH:10]1[CH2:15][CH:14]([CH3:16])[CH2:13][NH:12][CH2:11]1, predict the reaction product. The product is: [CH3:8][S:7][C:4]1[N:3]=[C:2]([N:12]2[CH2:13][CH:14]([CH3:16])[CH2:15][CH:10]([CH3:9])[CH2:11]2)[S:6][N:5]=1.